This data is from Ames mutagenicity test results for genotoxicity prediction. The task is: Regression/Classification. Given a drug SMILES string, predict its toxicity properties. Task type varies by dataset: regression for continuous values (e.g., LD50, hERG inhibition percentage) or binary classification for toxic/non-toxic outcomes (e.g., AMES mutagenicity, cardiotoxicity, hepatotoxicity). Dataset: ames. (1) The compound is CC1OC(OCC2OC(Oc3c(-c4ccc(O)c(O)c4)oc4cc(O)cc(O)c4c3=O)C(O)C(O)C2O)C(O)C(O)C1O. The result is 1 (mutagenic). (2) The compound is OC1C=Cc2cc3c(cc2C1O)-c1cccc2cccc-3c12. The result is 1 (mutagenic). (3) The compound is c1cc2ccc3ccnc4ccc(c1)c2c34. The result is 1 (mutagenic). (4) The molecule is CC1c2ccccc2N(C)C2=Nc3ccccc3C21. The result is 1 (mutagenic). (5) The compound is CCN=[N+](C)[O-]. The result is 0 (non-mutagenic). (6) The drug is OC1C=Cc2c(ccc3c2sc2ccccc23)C1O. The result is 1 (mutagenic). (7) The compound is NC(CSC(Cl)=CCl)C(=O)O. The result is 1 (mutagenic).